Dataset: Reaction yield outcomes from USPTO patents with 853,638 reactions. Task: Predict the reaction yield, written as a fraction of the theoretical maximum amount of product (1.0 means a 100% yield; for example, 0.34 means a 34% yield). (1) The reactants are C([O-])([O-])=O.[Na+].[Na+].[CH:7]([C:9]1[CH:14]=[CH:13][C:12](B(O)O)=[CH:11][CH:10]=1)=[O:8].[Cl:18][C:19]1[C:20](Cl)=[N:21][CH:22]=[C:23]([CH:29]=1)[C:24]([NH:26][CH2:27][CH3:28])=[O:25]. The catalyst is COCCOC.O.C1C=CC([P]([Pd]([P](C2C=CC=CC=2)(C2C=CC=CC=2)C2C=CC=CC=2)([P](C2C=CC=CC=2)(C2C=CC=CC=2)C2C=CC=CC=2)[P](C2C=CC=CC=2)(C2C=CC=CC=2)C2C=CC=CC=2)(C2C=CC=CC=2)C2C=CC=CC=2)=CC=1. The product is [Cl:18][C:19]1[C:20]([C:12]2[CH:13]=[CH:14][C:9]([CH:7]=[O:8])=[CH:10][CH:11]=2)=[N:21][CH:22]=[C:23]([CH:29]=1)[C:24]([NH:26][CH2:27][CH3:28])=[O:25]. The yield is 0.800. (2) The reactants are [Br:1][C:2]1[CH:3]=[C:4]2[C:9](=[CH:10][CH:11]=1)[N:8]=[CH:7][C:6]([C:12]([CH:14]1[CH2:16][CH2:15]1)=[O:13])=[C:5]2Cl.[CH3:18][N:19]([CH3:28])[CH:20]([CH:22]1[CH2:27][CH2:26][NH:25][CH2:24][CH2:23]1)[CH3:21]. No catalyst specified. The product is [Br:1][C:2]1[CH:3]=[C:4]2[C:9](=[CH:10][CH:11]=1)[N:8]=[CH:7][C:6]([C:12]([CH:14]1[CH2:16][CH2:15]1)=[O:13])=[C:5]2[N:25]1[CH2:26][CH2:27][CH:22]([CH:20]([N:19]([CH3:18])[CH3:28])[CH3:21])[CH2:23][CH2:24]1. The yield is 0.630. (3) The reactants are [CH2:1]([O:3][C:4]([NH:6][C:7]1[CH:8]=[C:9]2[C:14](=[CH:15][CH:16]=1)[C:13]([CH3:17])=[N:12][CH2:11][CH2:10]2)=[O:5])[CH3:2]. The catalyst is [C].[Pd].CC1C=CC(C(C)C)=CC=1. The product is [CH2:1]([O:3][C:4]([NH:6][C:7]1[CH:8]=[C:9]2[C:14](=[CH:15][CH:16]=1)[C:13]([CH3:17])=[N:12][CH:11]=[CH:10]2)=[O:5])[CH3:2]. The yield is 0.690. (4) The reactants are CS(O)(=O)=O.O=P12OP3(OP(OP(O3)(O1)=O)(=O)O2)=O.[C:20]([OH:24])(=O)[CH:21]=[CH2:22].[NH2:25][C:26]1[CH:31]=[C:30]([Br:32])[CH:29]=[CH:28][C:27]=1O.[OH-].[Na+]. The catalyst is O.ClCCl.C(OCC)C. The product is [Br:32][C:30]1[CH:29]=[CH:28][C:27]2[O:24][C:20]([CH:21]=[CH2:22])=[N:25][C:26]=2[CH:31]=1. The yield is 0.450. (5) The reactants are [O:1]1[C:5]2[CH:6]=[CH:7][C:8]([C:10]3[C:11]4[CH2:25][O:24][C:23](=[O:26])[C:12]=4[CH:13]=[C:14]4[C:22]=3[C:18]3[O:19][CH2:20][O:21][C:17]=3[CH:16]=[CH:15]4)=[CH:9][C:4]=2[O:3][CH2:2]1.[Cl:27]N1C(=O)CCC1=O.OS(O)(=O)=O. The catalyst is C1COCC1.C(Cl)(Cl)Cl. The product is [O:1]1[C:5]2[CH:6]=[CH:7][C:8]([C:10]3[C:11]4[CH2:25][O:24][C:23](=[O:26])[C:12]=4[CH:13]=[C:14]4[C:22]=3[C:18]3[O:19][CH2:20][O:21][C:17]=3[CH:16]=[C:15]4[Cl:27])=[CH:9][C:4]=2[O:3][CH2:2]1. The yield is 0.490. (6) The reactants are [N:1]1([CH2:6][CH2:7][OH:8])[CH:5]=[CH:4][CH:3]=[CH:2]1.[H-].[Na+].[Cl:11][C:12]1[CH:13]=[CH:14][C:15]2[S:19][C:18]([S:20]([NH:23][C:24]3[CH:25]=[C:26]([CH:31]=[CH:32][CH:33]=3)[C:27](OC)=[O:28])(=[O:22])=[O:21])=[C:17]([CH3:34])[C:16]=2[CH:35]=1. The product is [Cl:11][C:12]1[CH:13]=[CH:14][C:15]2[S:19][C:18]([S:20]([NH:23][C:24]3[CH:25]=[C:26]([CH:31]=[CH:32][CH:33]=3)[C:27]([O:8][CH2:7][CH2:6][N:1]3[CH:5]=[CH:4][CH:3]=[CH:2]3)=[O:28])(=[O:22])=[O:21])=[C:17]([CH3:34])[C:16]=2[CH:35]=1. The yield is 0.530. The catalyst is C1COCC1. (7) The reactants are [CH2:1]([O:3][C:4]1[CH:8]=[C:7]([C:9]([OH:11])=O)[N:6]([CH3:12])[N:5]=1)[CH3:2].O1CCCC1.C(Cl)(=O)C(Cl)=O.[NH2:24][C:25]1[CH:26]=[C:27]([CH:44]=[CH:45][C:46]=1[F:47])[O:28][C:29]1[CH:30]=[CH:31][C:32]2[N:33]([CH:35]=[C:36]([NH:38][C:39]([CH:41]3[CH2:43][CH2:42]3)=[O:40])[N:37]=2)[N:34]=1. The catalyst is CN(C)C=O.CN1CCCC1=O. The product is [CH:41]1([C:39]([NH:38][C:36]2[N:37]=[C:32]3[CH:31]=[CH:30][C:29]([O:28][C:27]4[CH:44]=[CH:45][C:46]([F:47])=[C:25]([NH:24][C:9]([C:7]5[N:6]([CH3:12])[N:5]=[C:4]([O:3][CH2:1][CH3:2])[CH:8]=5)=[O:11])[CH:26]=4)=[N:34][N:33]3[CH:35]=2)=[O:40])[CH2:42][CH2:43]1. The yield is 0.380. (8) The reactants are [C:1]1([O:7][C:8](Cl)=[O:9])[CH:6]=[CH:5][CH:4]=[CH:3][CH:2]=1.[NH2:11][C:12]1[S:13][C:14]([C:17]([CH3:20])([CH3:19])[CH3:18])=[N:15][N:16]=1.N1C=CC=CC=1. The catalyst is C1COCC1. The product is [C:17]([C:14]1[S:13][C:12]([NH:11][C:8](=[O:9])[O:7][C:1]2[CH:6]=[CH:5][CH:4]=[CH:3][CH:2]=2)=[N:16][N:15]=1)([CH3:20])([CH3:19])[CH3:18]. The yield is 0.930. (9) The reactants are [Cl:1][C:2]1[CH:7]=[CH:6][C:5]([C:8]2[CH:12]=[CH:11][NH:10][C:9]=2[C:13]([O:15][CH2:16][CH3:17])=[O:14])=[CH:4][CH:3]=1.OP([O-])([O-])=O.[K+].[K+].[C:25](S(Cl)(=O)=O)([F:28])([F:27])[F:26]. The catalyst is CCOC(C)=O.O.C1C=NC2C3N=CC=CC=3C=CC=2C=1.C1C=NC2C3N=CC=CC=3C=CC=2C=1.C1C=NC2C3N=CC=CC=3C=CC=2C=1.O.[Cl-].[Cl-].[Ru+2]. The product is [Cl:1][C:2]1[CH:7]=[CH:6][C:5]([C:8]2[CH:12]=[C:11]([C:25]([F:28])([F:27])[F:26])[NH:10][C:9]=2[C:13]([O:15][CH2:16][CH3:17])=[O:14])=[CH:4][CH:3]=1. The yield is 0.580. (10) The reactants are Br[C:2]1[CH:7]=[CH:6][CH:5]=[CH:4][C:3]=1[CH3:8].C([Li])CCC.Cl[Si:15]([CH3:18])([CH3:17])[CH3:16]. The catalyst is C1COCC1.CCCCCC. The product is [CH3:16][Si:15]([CH3:18])([CH3:17])[C:2]1[CH:7]=[CH:6][CH:5]=[CH:4][C:3]=1[CH3:8]. The yield is 0.0400.